This data is from Full USPTO retrosynthesis dataset with 1.9M reactions from patents (1976-2016). The task is: Predict the reactants needed to synthesize the given product. Given the product [NH2:1][C:2]1[CH:10]=[CH:9][CH:8]=[C:7]([N+:11]([O-:13])=[O:12])[C:3]=1[C:4]([NH:19][CH:18]([CH2:20][C:21]1[CH:26]=[CH:25][CH:24]=[CH:23][CH:22]=1)[C:17]([O:16][CH3:15])=[O:27])=[O:6], predict the reactants needed to synthesize it. The reactants are: [NH2:1][C:2]1[CH:10]=[CH:9][CH:8]=[C:7]([N+:11]([O-:13])=[O:12])[C:3]=1[C:4]([OH:6])=O.Cl.[CH3:15][O:16][C:17](=[O:27])[CH:18]([CH2:20][C:21]1[CH:26]=[CH:25][CH:24]=[CH:23][CH:22]=1)[NH2:19].C(N(C(C)C)C(C)C)C.